From a dataset of Reaction yield outcomes from USPTO patents with 853,638 reactions. Predict the reaction yield, written as a fraction of the theoretical maximum amount of product (1.0 means a 100% yield; for example, 0.34 means a 34% yield). (1) The yield is 0.410. The reactants are [CH2:1]([O:3][C:4]([C:6]1[CH:7]=[C:8]([C:12]2[CH:17]=[CH:16][CH:15]=[CH:14][C:13]=2Br)[CH:9]=[CH:10][CH:11]=1)=[O:5])[CH3:2].[CH2:19]([O:26][C:27]1[CH:32]=[CH:31][CH:30]=[CH:29][C:28]=1B(O)O)[C:20]1[CH:25]=[CH:24][CH:23]=[CH:22][CH:21]=1.C(O)C.C(=O)([O-])[O-].[K+].[K+]. The catalyst is C1(C)C=CC=CC=1.C1C=CC([P]([Pd]([P](C2C=CC=CC=2)(C2C=CC=CC=2)C2C=CC=CC=2)([P](C2C=CC=CC=2)(C2C=CC=CC=2)C2C=CC=CC=2)[P](C2C=CC=CC=2)(C2C=CC=CC=2)C2C=CC=CC=2)(C2C=CC=CC=2)C2C=CC=CC=2)=CC=1. The product is [CH2:1]([O:3][C:4]([C:6]1[CH:7]=[C:8]([C:12]2[C:13]([C:28]3[CH:29]=[CH:30][CH:31]=[CH:32][C:27]=3[O:26][CH2:19][C:20]3[CH:21]=[CH:22][CH:23]=[CH:24][CH:25]=3)=[CH:14][CH:15]=[CH:16][CH:17]=2)[CH:9]=[CH:10][CH:11]=1)=[O:5])[CH3:2]. (2) The reactants are [Br:1][C:2]1[CH:10]=[CH:9][C:5]([C:6]([OH:8])=[O:7])=[C:4]([Cl:11])[CH:3]=1.C(OC(O[C:15]([CH3:18])([CH3:17])[CH3:16])=O)(O[C:15]([CH3:18])([CH3:17])[CH3:16])=O. The catalyst is C1COCC1.CN(C1C=CN=CC=1)C.CCOC(C)=O. The product is [Br:1][C:2]1[CH:10]=[CH:9][C:5]([C:6]([O:8][C:15]([CH3:18])([CH3:17])[CH3:16])=[O:7])=[C:4]([Cl:11])[CH:3]=1. The yield is 0.510. (3) The reactants are Cl[CH2:2][C:3]1[C:4]([S:9][CH:10]2[CH2:14][CH2:13][CH2:12][CH2:11]2)=[N:5][CH:6]=[CH:7][CH:8]=1.C([O:17][C:18](=[O:29])[CH2:19][CH2:20][C:21]1[CH:26]=[CH:25][C:24]([OH:27])=[C:23]([Cl:28])[CH:22]=1)C. No catalyst specified. The product is [Cl:28][C:23]1[CH:22]=[C:21]([CH2:20][CH2:19][C:18]([OH:29])=[O:17])[CH:26]=[CH:25][C:24]=1[O:27][CH2:2][C:3]1[C:4]([S:9][CH:10]2[CH2:14][CH2:13][CH2:12][CH2:11]2)=[N:5][CH:6]=[CH:7][CH:8]=1. The yield is 0.910. (4) The reactants are [CH:1]([C:4]1[CH:9]=[CH:8][CH:7]=[CH:6][C:5]=1[N:10]=[C:11]1[N:16]=[CH:15][C:14]([CH3:18])([CH3:17])[CH2:13][S:12]1)([CH3:3])[CH3:2].[F:19][C:20]([F:29])([F:28])[C:21]1[CH:22]=[CH:23][C:24](Cl)=[N:25][CH:26]=1.[H-].[Na+].O. The catalyst is CN(C)C=O. The product is [CH:1]([C:4]1[CH:9]=[CH:8][CH:7]=[CH:6][C:5]=1[N:10]=[C:11]1[N:16]([C:24]2[CH:23]=[CH:22][C:21]([C:20]([F:29])([F:28])[F:19])=[CH:26][N:25]=2)[CH2:15][C:14]([CH3:18])([CH3:17])[CH2:13][S:12]1)([CH3:3])[CH3:2]. The yield is 0.320. (5) The reactants are C([CH:3]([O-:19])[CH2:4][CH2:5][C:6]([C:17]#[N:18])([C:10]1[S:11][CH:12]=[CH:13][C:14]=1[C:15]#[N:16])[CH:7]([CH3:9])[CH3:8])C.[BH4-].[Li+].Cl. The product is [C:17]([C:6]([C:10]1[S:11][CH:12]=[CH:13][C:14]=1[C:15]#[N:16])([CH:7]([CH3:9])[CH3:8])[CH2:5][CH2:4][CH2:3][OH:19])#[N:18]. The yield is 0.571. The catalyst is C1COCC1. (6) The reactants are [O:1]1[CH2:5][CH2:4][O:3][CH:2]1[C:6]1[CH:10]=[CH:9][S:8][C:7]=1[CH2:11][C:12]#[N:13].Br[CH:15]([CH3:17])[CH3:16].[OH-].[K+]. The catalyst is CS(C)=O.[I-].C([N+](CCCC)(CCCC)CCCC)CCC.[Cl-].[Na+].O. The product is [O:1]1[CH2:5][CH2:4][O:3][CH:2]1[C:6]1[CH:10]=[CH:9][S:8][C:7]=1[CH:11]([CH2:16][CH2:15][CH3:17])[C:12]#[N:13]. The yield is 0.491. (7) The reactants are [C:1]([O:12][CH3:13])(=[O:11])[C:2]1[CH:10]=[CH:9][C:5]([C:6]([O-:8])=O)=[CH:4][CH:3]=1.C1C=CC2N(O)N=NC=2C=1.C(Cl)CCl.CCN(C(C)C)C(C)C.[CH3:37][O:38][C:39]1[CH:46]=[CH:45][C:42]([CH2:43][NH2:44])=[C:41]([C:47]([F:50])([F:49])[F:48])[CH:40]=1. The catalyst is CN(C=O)C.C([O-])(O)=O.[Na+]. The product is [CH3:37][O:38][C:39]1[CH:46]=[CH:45][C:42]([CH2:43][NH:44][C:6]([C:5]2[CH:4]=[CH:3][C:2]([C:1]([O:12][CH3:13])=[O:11])=[CH:10][CH:9]=2)=[O:8])=[C:41]([C:47]([F:48])([F:49])[F:50])[CH:40]=1. The yield is 0.780. (8) The reactants are [Br:1][C:2]1[CH:3]=[CH:4][C:5]([CH3:17])=[C:6]([N:8](C)[C:9](=O)OC(C)(C)C)[CH:7]=1.FC(F)(F)C(O)=O. The catalyst is ClCCl. The product is [Br:1][C:2]1[CH:3]=[CH:4][C:5]([CH3:17])=[C:6]([CH:7]=1)[NH:8][CH3:9]. The yield is 0.950. (9) The reactants are CC([O-])(C)C.[K+].[F:7][C:8]([F:27])([F:26])[S:9](N(C1C=CC=CC=1)[S:9]([C:8]([F:27])([F:26])[F:7])(=[O:11])=[O:10])(=[O:11])=[O:10].[OH:28][C:29]1[CH:36]=[CH:35][C:32]([C:33]#[N:34])=[C:31]([S:37][CH3:38])[N:30]=1.O. The catalyst is O1CCCC1. The product is [F:7][C:8]([F:27])([F:26])[S:9]([O:28][C:29]1[CH:36]=[CH:35][C:32]([C:33]#[N:34])=[C:31]([S:37][CH3:38])[N:30]=1)(=[O:11])=[O:10]. The yield is 0.850.